Predict which catalyst facilitates the given reaction. From a dataset of Catalyst prediction with 721,799 reactions and 888 catalyst types from USPTO. (1) The catalyst class is: 9. Product: [CH3:51][O:52][C:53](=[O:56])[CH2:54][NH:55][C:12]([C:10]1[S:11][C:7]([C:1]2[CH:6]=[CH:5][CH:4]=[CH:3][CH:2]=2)=[CH:8][C:9]=1[NH:15][S:16]([C:19]1[CH:24]=[CH:23][C:22]([CH3:25])=[CH:21][CH:20]=1)(=[O:18])=[O:17])=[O:13]. Reactant: [C:1]1([C:7]2[S:11][C:10]([C:12](O)=[O:13])=[C:9]([NH:15][S:16]([C:19]3[CH:24]=[CH:23][C:22]([CH3:25])=[CH:21][CH:20]=3)(=[O:18])=[O:17])[CH:8]=2)[CH:6]=[CH:5][CH:4]=[CH:3][CH:2]=1.CN(C(ON1N=NC2C=CC=NC1=2)=[N+](C)C)C.F[P-](F)(F)(F)(F)F.Cl.[CH3:51][O:52][C:53](=[O:56])[CH2:54][NH2:55].N1C(C)=CC(C)=CC=1C. (2) Reactant: [Li+].C[Si]([N-][Si](C)(C)C)(C)C.[C:11]1([NH2:17])[CH:16]=[CH:15][CH:14]=[CH:13][CH:12]=1.[Cl:18][C:19]1[CH:24]=[CH:23][CH:22]=[C:21](F)[C:20]=1[N+:26]([O-:28])=[O:27].[NH4+].[Cl-]. Product: [Cl:18][C:19]1[C:20]([N+:26]([O-:28])=[O:27])=[C:21]([NH:17][C:11]2[CH:16]=[CH:15][CH:14]=[CH:13][CH:12]=2)[CH:22]=[CH:23][CH:24]=1. The catalyst class is: 1. (3) Reactant: [NH2:1][C@@H:2]([CH2:10][CH2:11][CH2:12][NH:13][C:14]([NH:16][S:17]([C:20]1[C:21]([CH3:34])=[C:22]2[C:27](=[C:28]([CH3:31])[C:29]=1[CH3:30])[O:26][C:25]([CH3:33])([CH3:32])[CH2:24][CH2:23]2)(=[O:19])=[O:18])=[NH:15])[C:3]([O:5][C:6]([CH3:9])([CH3:8])[CH3:7])=[O:4].[CH2:35]([N:42]1[CH:47]=[CH:46][CH:45]=[C:44]([C:48](O)=[O:49])[C:43]1=[O:51])[C:36]1[CH:41]=[CH:40][CH:39]=[CH:38][CH:37]=1.CN(C(ON1N=NC2C=CC=CC1=2)=[N+](C)C)C.F[P-](F)(F)(F)(F)F.CCN(C(C)C)C(C)C. Product: [CH2:35]([N:42]1[CH:47]=[CH:46][CH:45]=[C:44]([C:48]([NH:1][C@@H:2]([CH2:10][CH2:11][CH2:12][NH:13][C:14]([NH:16][S:17]([C:20]2[C:21]([CH3:34])=[C:22]3[C:27](=[C:28]([CH3:31])[C:29]=2[CH3:30])[O:26][C:25]([CH3:33])([CH3:32])[CH2:24][CH2:23]3)(=[O:18])=[O:19])=[NH:15])[C:3]([O:5][C:6]([CH3:7])([CH3:8])[CH3:9])=[O:4])=[O:49])[C:43]1=[O:51])[C:36]1[CH:37]=[CH:38][CH:39]=[CH:40][CH:41]=1. The catalyst class is: 31. (4) Reactant: [C:1]([O:5][C:6]([N:8]1[CH2:13][CH2:12][N:11]([C:14]2[S:15][CH:16]=[C:17]([CH2:19]Cl)[N:18]=2)[CH2:10][CH2:9]1)=[O:7])([CH3:4])([CH3:3])[CH3:2].[CH3:21][S:22]([C:25]1[CH:30]=[CH:29][C:28]([OH:31])=[CH:27][CH:26]=1)(=[O:24])=[O:23].C([O-])([O-])=O.[K+].[K+]. Product: [C:1]([O:5][C:6]([N:8]1[CH2:13][CH2:12][N:11]([C:14]2[S:15][CH:16]=[C:17]([CH2:19][O:31][C:28]3[CH:27]=[CH:26][C:25]([S:22]([CH3:21])(=[O:24])=[O:23])=[CH:30][CH:29]=3)[N:18]=2)[CH2:10][CH2:9]1)=[O:7])([CH3:4])([CH3:3])[CH3:2]. The catalyst class is: 21. (5) Reactant: Cl[C:2]1[C:3]2[C:4](=[CH:16][N:17](CC3C=CC(OC)=CC=3)[N:18]=2)[N:5]=[C:6]([C:8]2[C:13]([F:14])=[CH:12][CH:11]=[CH:10][C:9]=2[F:15])[N:7]=1.[CH3:28][O:29][C:30]1[CH:31]=[C:32]([CH:34]=[CH:35][C:36]=1[O:37][CH3:38])[NH2:33].Cl. The catalyst class is: 71. Product: [F:14][C:13]1[CH:12]=[CH:11][CH:10]=[C:9]([F:15])[C:8]=1[C:6]1[N:7]=[C:2]([NH:33][C:32]2[CH:34]=[CH:35][C:36]([O:37][CH3:38])=[C:30]([O:29][CH3:28])[CH:31]=2)[C:3]2[NH:18][N:17]=[CH:16][C:4]=2[N:5]=1. (6) Reactant: [NH:1]1[C:9]2[C:4](=[CH:5][CH:6]=[CH:7][CH:8]=2)[C:3]2([CH2:13][O:12][C:11]3[CH:14]=[C:15]4[C:19](=[CH:20][C:10]2=3)[CH2:18][CH2:17][O:16]4)[C:2]1=[O:21].C(=O)([O-])[O-].[Cs+].[Cs+].Br[CH2:29][C:30]1[CH:35]=[CH:34][CH:33]=[C:32]([C:36]#[N:37])[CH:31]=1. Product: [O:21]=[C:2]1[C:3]2([CH2:13][O:12][C:11]3[CH:14]=[C:15]4[C:19](=[CH:20][C:10]2=3)[CH2:18][CH2:17][O:16]4)[C:4]2[C:9](=[CH:8][CH:7]=[CH:6][CH:5]=2)[N:1]1[CH2:29][C:30]1[CH:31]=[C:32]([CH:33]=[CH:34][CH:35]=1)[C:36]#[N:37]. The catalyst class is: 131.